From a dataset of Forward reaction prediction with 1.9M reactions from USPTO patents (1976-2016). Predict the product of the given reaction. (1) Given the reactants [CH3:1][C:2]1([CH3:11])[C:5](=O)[CH2:4][CH:3]1[C:7]([O:9][CH3:10])=[O:8].Cl.[NH2:13][OH:14].C(=O)(O)[O-].[Na+], predict the reaction product. The product is: [OH:14][N:13]=[C:5]1[CH2:4][CH:3]([C:7]([O:9][CH3:10])=[O:8])[C:2]1([CH3:11])[CH3:1]. (2) Given the reactants [F:1][C:2]([F:25])([F:24])[C:3]1[CH:4]=[C:5]([CH:9]2[CH2:14][NH:13][CH2:12][CH:11]([NH:15][C:16](=[O:23])[C:17]3[CH:22]=[CH:21][CH:20]=[CH:19][CH:18]=3)[CH2:10]2)[CH:6]=[CH:7][CH:8]=1.[N:26]1([C:32](Cl)=[O:33])[CH2:31][CH2:30][O:29][CH2:28][CH2:27]1.C(N(CC)CC)C.O, predict the reaction product. The product is: [N:26]1([C:32]([N:13]2[CH2:14][CH:9]([C:5]3[CH:6]=[CH:7][CH:8]=[C:3]([C:2]([F:24])([F:1])[F:25])[CH:4]=3)[CH2:10][CH:11]([NH:15][C:16]([C:17]3[CH:22]=[CH:21][CH:20]=[CH:19][CH:18]=3)=[O:23])[CH2:12]2)=[O:33])[CH2:31][CH2:30][O:29][CH2:28][CH2:27]1.